From a dataset of Catalyst prediction with 721,799 reactions and 888 catalyst types from USPTO. Predict which catalyst facilitates the given reaction. (1) Reactant: [Cl:1]N1C(=O)CCC1=O.[Cl:9][C:10]1[CH:15]=[CH:14][C:13]2[CH2:16][O:17][C@@H:18]3[C@H:22]([C:12]=2[CH:11]=1)[CH2:21][NH:20][CH2:19]3.C(OCC)C.[OH-].[Na+]. Product: [ClH:1].[Cl:9][C:10]1[CH:15]=[CH:14][C:13]2[CH2:16][O:17][C@@H:18]3[C@H:22]([C:12]=2[C:11]=1[Cl:1])[CH2:21][NH:20][CH2:19]3. The catalyst class is: 65. (2) Product: [CH3:35][C:34]1[C:17]([O:8][S:1]([C:4]([F:7])([F:6])[F:5])(=[O:3])=[O:2])=[CH:18][C:19]2[CH2:25][CH2:24][N:23]([C:26]([O:28][C:29]([CH3:30])([CH3:32])[CH3:31])=[O:27])[CH2:22][CH2:21][C:20]=2[CH:33]=1. The catalyst class is: 2. Reactant: [S:1]([O:8]S(C(F)(F)F)(=O)=O)([C:4]([F:7])([F:6])[F:5])(=[O:3])=[O:2].O[C:17]1[C:34]([CH3:35])=[CH:33][C:20]2[CH2:21][CH2:22][N:23]([C:26]([O:28][C:29]([CH3:32])([CH3:31])[CH3:30])=[O:27])[CH2:24][CH2:25][C:19]=2[CH:18]=1.N1C=CC=CC=1. (3) Reactant: [C:1]([O:5][C:6]([CH3:9])([CH3:8])[CH3:7])(=[O:4])[NH:2][NH2:3].CCN(CC)CC.[F:17][C:18]1[CH:27]=[CH:26][C:21]([C:22]([CH2:24]Br)=[CH2:23])=[CH:20][CH:19]=1. Product: [C:6]([O:5][C:1]([NH:2][NH:3][CH2:24][C:22]([C:21]1[CH:26]=[CH:27][C:18]([F:17])=[CH:19][CH:20]=1)=[CH2:23])=[O:4])([CH3:9])([CH3:8])[CH3:7]. The catalyst class is: 5. (4) Reactant: [Cl:1][C:2]1[CH:3]=[CH:4][C:5]([NH:11][CH2:12][CH2:13][CH3:14])=[C:6]([CH:10]=1)[C:7]([OH:9])=O.CCN(C(C)C)C(C)C.C1C=CC2N(O)N=NC=2C=1.[CH3:34][C:35]([NH2:39])([C:37]#[CH:38])[CH3:36].CCN=C=NCCCN(C)C. Product: [Cl:1][C:2]1[CH:3]=[CH:4][C:5]([NH:11][CH2:12][CH2:13][CH3:14])=[C:6]([CH:10]=1)[C:7]([NH:39][C:35]([CH3:36])([C:37]#[CH:38])[CH3:34])=[O:9]. The catalyst class is: 2. (5) The catalyst class is: 11. Product: [NH:12]1[CH:16]=[CH:15][CH:14]=[C:13]1[C:17]1[S:4][C:3]2[CH:5]=[CH:6][CH:7]=[CH:8][C:2]=2[C:1](=[O:10])[N:18]=1. Reactant: [C:1]([O:10]C)(=O)[C:2]1[C:3](=[CH:5][CH:6]=[CH:7][CH:8]=1)[SH:4].[NH:12]1[CH:16]=[CH:15][CH:14]=[C:13]1[C:17]#[N:18].C(N(CC)CC)C. (6) Reactant: O.O.Cl.[NH2:4][C:5]1[N:14]=[C:13]([NH2:15])[C:12]2[C:7](=[N:8][CH:9]=[C:10]([CH2:16][N:17]([CH3:27])[C:18]3[CH:26]=[CH:25][C:21](C(O)=O)=[CH:20][CH:19]=3)[N:11]=2)[N:6]=1.NC1N=C(N)C2C(=NC=C(CN(C3C=CC([C:47](O)=[O:48])=CC=3)C)N=2)N=1.O.O.C(P(=O)(OCC)OCC)#N.CCN(C(C)C)C(C)C.C(O)(=O)C.[CH2:77]([O:79][C:80](=[O:96])[C@@H:81]([O:83][P:84]([CH2:93][CH2:94][NH2:95])([O:86][C:87]1[CH:92]=[CH:91][CH:90]=[CH:89][CH:88]=1)=[O:85])[CH3:82])[CH3:78]. Product: [CH2:77]([O:79][C:80](=[O:96])[CH:81]([O:83][P:84]([CH2:93][CH2:94][NH:95][C:47](=[O:48])[C:21]1[CH:20]=[CH:19][C:18]([N:17]([CH2:16][C:10]2[N:11]=[C:12]3[C:7](=[N:8][CH:9]=2)[N:6]=[C:5]([NH2:4])[N:14]=[C:13]3[NH2:15])[CH3:27])=[CH:26][CH:25]=1)([O:86][C:87]1[CH:92]=[CH:91][CH:90]=[CH:89][CH:88]=1)=[O:85])[CH3:82])[CH3:78]. The catalyst class is: 3. (7) Reactant: B1(C)OC(C2C=CC=CC=2)(C2C=CC=CC=2)[C@@H]2N1CCC2.CSC.B.[Br:26][C:27]1[CH:28]=[CH:29][C:30]([C:33](=[O:35])[CH3:34])=[N:31][CH:32]=1. Product: [Br:26][C:27]1[CH:28]=[CH:29][C:30]([C@@H:33]([OH:35])[CH3:34])=[N:31][CH:32]=1. The catalyst class is: 1. (8) Reactant: C(NC(=O)[O-])C.[CH2:7]([O:11][C:12]1[CH:17]=[CH:16][C:15]([S:18]([NH:21][C@H:22]([C:27]2[CH:43]=[CH:42][C:30]([O:31][CH2:32][CH2:33][NH:34]C(=O)OC(C)(C)C)=[CH:29][CH:28]=2)[C:23]([NH:25][OH:26])=[O:24])(=[O:20])=[O:19])=[CH:14][CH:13]=1)[C:8]#[C:9][CH3:10].Cl. Product: [NH2:34][CH2:33][CH2:32][O:31][C:30]1[CH:42]=[CH:43][C:27]([C@@H:22]([NH:21][S:18]([C:15]2[CH:14]=[CH:13][C:12]([O:11][CH2:7][C:8]#[C:9][CH3:10])=[CH:17][CH:16]=2)(=[O:20])=[O:19])[C:23]([NH:25][OH:26])=[O:24])=[CH:28][CH:29]=1. The catalyst class is: 363. (9) Reactant: C[Al](C)C.[Cl:5][C:6]1[CH:7]=[CH:8][C:9]([NH2:12])=[N:10][CH:11]=1.[Si:13]([O:30][CH2:31][CH2:32][O:33][CH2:34][C@H:35]([O:40][C:41]1[N:46]=[CH:45][N:44]=[C:43]2[N:47]([C:50]3[CH:55]=[CH:54][CH:53]=[C:52]([Cl:56])[C:51]=3[Cl:57])[N:48]=[CH:49][C:42]=12)[C:36](OC)=[O:37])([C:26]([CH3:29])([CH3:28])[CH3:27])([C:20]1[CH:25]=[CH:24][CH:23]=[CH:22][CH:21]=1)[C:14]1[CH:19]=[CH:18][CH:17]=[CH:16][CH:15]=1. Product: [Si:13]([O:30][CH2:31][CH2:32][O:33][CH2:34][C@H:35]([O:40][C:41]1[N:46]=[CH:45][N:44]=[C:43]2[N:47]([C:50]3[CH:55]=[CH:54][CH:53]=[C:52]([Cl:56])[C:51]=3[Cl:57])[N:48]=[CH:49][C:42]=12)[C:36]([NH:12][C:9]1[CH:8]=[CH:7][C:6]([Cl:5])=[CH:11][N:10]=1)=[O:37])([C:26]([CH3:27])([CH3:28])[CH3:29])([C:20]1[CH:21]=[CH:22][CH:23]=[CH:24][CH:25]=1)[C:14]1[CH:19]=[CH:18][CH:17]=[CH:16][CH:15]=1. The catalyst class is: 11. (10) Reactant: [CH2:1]([O:3][C:4]([C:6]1[N:11]=[C:10](Br)[C:9]2[S:13][C:14]([C:16]3[CH:21]=[CH:20][CH:19]=[CH:18][CH:17]=3)=[N:15][C:8]=2[C:7]=1[OH:22])=[O:5])[CH3:2].[O:23]1[CH2:28][CH2:27][N:26]([C:29]2[CH:34]=[CH:33][C:32](B(O)O)=[CH:31][CH:30]=2)[CH2:25][CH2:24]1.C(=O)([O-])[O-].[Cs+].[Cs+]. Product: [CH2:1]([O:3][C:4]([C:6]1[N:11]=[C:10]([C:32]2[CH:31]=[CH:30][C:29]([N:26]3[CH2:25][CH2:24][O:23][CH2:28][CH2:27]3)=[CH:34][CH:33]=2)[C:9]2[S:13][C:14]([C:16]3[CH:21]=[CH:20][CH:19]=[CH:18][CH:17]=3)=[N:15][C:8]=2[C:7]=1[OH:22])=[O:5])[CH3:2]. The catalyst class is: 755.